Dataset: Full USPTO retrosynthesis dataset with 1.9M reactions from patents (1976-2016). Task: Predict the reactants needed to synthesize the given product. (1) Given the product [O:13]1[CH2:16][CH2:15][CH:14]1[CH2:17][O:18][C:2]1[CH:12]=[CH:11][C:5]([C:6]([OH:8])=[O:7])=[CH:4][N:3]=1, predict the reactants needed to synthesize it. The reactants are: Cl[C:2]1[CH:12]=[CH:11][C:5]([C:6]([O:8]CC)=[O:7])=[CH:4][N:3]=1.[O:13]1[CH2:16][CH2:15][CH:14]1[CH2:17][OH:18].[OH-].[Li+]. (2) Given the product [CH3:1][N:2]1[C:11]2[C:6](=[CH:7][CH:8]=[CH:9][CH:10]=2)[N:5]=[C:4]([C:12]([OH:14])=[O:13])[C:3]1=[O:17], predict the reactants needed to synthesize it. The reactants are: [CH3:1][N:2]1[C:11]2[C:6](=[CH:7][CH:8]=[CH:9][CH:10]=2)[N:5]=[C:4]([C:12]([O:14]CC)=[O:13])[C:3]1=[O:17].[OH-].[Na+]. (3) Given the product [N:17]1([S:11]([C:8]2[CH:9]=[CH:10][CH:5]=[CH:6][C:7]=2[OH:15])(=[O:12])=[O:13])[CH2:21][CH2:20][CH2:19][CH2:18]1, predict the reactants needed to synthesize it. The reactants are: C([C:5]1[CH:10]=[CH:9][C:8]([S:11](Cl)(=[O:13])=[O:12])=[C:7]([O:15]C)[CH:6]=1)(C)(C)C.[NH:17]1[CH2:21][CH2:20][CH2:19][CH2:18]1.[Al+3].[Cl-].[Cl-].[Cl-].